The task is: Regression. Given two drug SMILES strings and cell line genomic features, predict the synergy score measuring deviation from expected non-interaction effect.. This data is from NCI-60 drug combinations with 297,098 pairs across 59 cell lines. Cell line: NCIH23. Drug 1: CC(C)(C#N)C1=CC(=CC(=C1)CN2C=NC=N2)C(C)(C)C#N. Synergy scores: CSS=6.96, Synergy_ZIP=6.63, Synergy_Bliss=12.2, Synergy_Loewe=-10.7, Synergy_HSA=6.64. Drug 2: CCC1(C2=C(COC1=O)C(=O)N3CC4=CC5=C(C=CC(=C5CN(C)C)O)N=C4C3=C2)O.Cl.